This data is from Peptide-MHC class I binding affinity with 185,985 pairs from IEDB/IMGT. The task is: Regression. Given a peptide amino acid sequence and an MHC pseudo amino acid sequence, predict their binding affinity value. This is MHC class I binding data. (1) The peptide sequence is IGYRLGMGK. The MHC is HLA-B51:01 with pseudo-sequence HLA-B51:01. The binding affinity (normalized) is 0.0847. (2) The peptide sequence is GYLEGTRTL. The MHC is HLA-B15:17 with pseudo-sequence HLA-B15:17. The binding affinity (normalized) is 0.0847. (3) The peptide sequence is MCNVYIPPY. The MHC is HLA-A01:01 with pseudo-sequence HLA-A01:01. The binding affinity (normalized) is 0.107. (4) The peptide sequence is KEDPGDHIF. The MHC is HLA-B08:01 with pseudo-sequence YDSEYRNIFTNTDESNLYLSYNYYTWAVDAYTWY. The binding affinity (normalized) is 0.0847. (5) The peptide sequence is KISLNEILT. The MHC is HLA-A02:01 with pseudo-sequence HLA-A02:01. The binding affinity (normalized) is 0.354. (6) The peptide sequence is SYMMDDLELI. The MHC is HLA-C14:02 with pseudo-sequence HLA-C14:02. The binding affinity (normalized) is 0.413. (7) The peptide sequence is RPRVAQLTF. The MHC is HLA-B39:01 with pseudo-sequence HLA-B39:01. The binding affinity (normalized) is 0.0847. (8) The peptide sequence is KKSSTLLTF. The binding affinity (normalized) is 1.00. The MHC is HLA-B15:03 with pseudo-sequence HLA-B15:03. (9) The peptide sequence is LLFRRLTSR. The MHC is HLA-A31:01 with pseudo-sequence HLA-A31:01. The binding affinity (normalized) is 0.